From a dataset of Catalyst prediction with 721,799 reactions and 888 catalyst types from USPTO. Predict which catalyst facilitates the given reaction. (1) Product: [Br:1][C:2]([C:11]1[CH:16]=[CH:15][CH:14]=[C:13]([O:17][CH2:18][CH2:19][CH2:20][O:21][CH3:22])[CH:12]=1)=[C:3]([N+:8]#[C-:9])[C:4]([O:6][CH3:7])=[O:5]. The catalyst class is: 4. Reactant: [Br:1][C:2]([C:11]1[CH:16]=[CH:15][CH:14]=[C:13]([O:17][CH2:18][CH2:19][CH2:20][O:21][CH3:22])[CH:12]=1)=[C:3]([NH:8][CH:9]=O)[C:4]([O:6][CH3:7])=[O:5].C(N(CC)CC)C.P(Cl)(Cl)(Cl)=O.C(=O)(O)[O-].[Na+]. (2) Reactant: [F:1][C:2]1[CH:3]=[C:4]([CH:38]=[CH:39][CH:40]=1)[CH2:5][CH2:6][NH:7][C:8]1[N:32]=[C:31]([C:33]2[CH:34]=[N:35][NH:36][CH:37]=2)[CH:30]=[CH:29][C:9]=1[C:10]([NH:12][CH2:13][C:14]1[C:15]([CH2:20][NH:21]C(=O)OC(C)(C)C)=[N:16][CH:17]=[CH:18][CH:19]=1)=[O:11].Cl. Product: [CH3:10][OH:11].[NH2:21][CH2:20][C:15]1[C:14]([CH2:13][NH:12][C:10](=[O:11])[C:9]2[CH:29]=[CH:30][C:31]([C:33]3[CH:34]=[N:35][NH:36][CH:37]=3)=[N:32][C:8]=2[NH:7][CH2:6][CH2:5][C:4]2[CH:38]=[CH:39][CH:40]=[C:2]([F:1])[CH:3]=2)=[CH:19][CH:18]=[CH:17][N:16]=1. The catalyst class is: 71. (3) Reactant: [Cu]([C:4]#[N:5])C#N.Br[C:7]1[CH:8]=[CH:9][C:10](/[C:15](/[C:34]2[CH:39]=[CH:38][C:37]([C:40]([CH3:43])([CH3:42])[CH3:41])=[CH:36][CH:35]=2)=[CH:16]/[C@@H:17]2[N:21]([CH2:22][C:23]3[CH:28]=[CH:27][C:26]([O:29][CH3:30])=[CH:25][C:24]=3[O:31][CH3:32])[C:20](=[O:33])[CH2:19][CH2:18]2)=[N:11][C:12]=1[O:13][CH3:14].O. The catalyst class is: 9. Product: [C:40]([C:37]1[CH:36]=[CH:35][C:34](/[C:15](/[C:10]2[N:11]=[C:12]([O:13][CH3:14])[C:7]([C:4]#[N:5])=[CH:8][CH:9]=2)=[CH:16]\[C@H:17]2[CH2:18][CH2:19][C:20](=[O:33])[N:21]2[CH2:22][C:23]2[CH:28]=[CH:27][C:26]([O:29][CH3:30])=[CH:25][C:24]=2[O:31][CH3:32])=[CH:39][CH:38]=1)([CH3:43])([CH3:41])[CH3:42]. (4) Reactant: S(Cl)(Cl)=O.C(O)(=O)CCCC.C(Cl)(=O)CCCC.[C:19]([N:25]=[C:26]=[S:27])(=[O:24])[CH2:20][CH2:21][CH2:22][CH3:23].[CH3:28][O:29][C:30]1[CH:31]=[C:32]2[C:37](=[CH:38][C:39]=1[O:40][CH3:41])[N:36]=[CH:35][N:34]=[C:33]2[O:42][C:43]1[CH:49]=[CH:48][C:46]([NH2:47])=[CH:45][CH:44]=1. Product: [CH3:28][O:29][C:30]1[CH:31]=[C:32]2[C:37](=[CH:38][C:39]=1[O:40][CH3:41])[N:36]=[CH:35][N:34]=[C:33]2[O:42][C:43]1[CH:49]=[CH:48][C:46]([NH:47][C:26]([NH:25][C:19](=[O:24])[CH2:20][CH2:21][CH2:22][CH3:23])=[S:27])=[CH:45][CH:44]=1. The catalyst class is: 548. (5) Reactant: [F:1][C:2]([F:27])([F:26])[C:3]1[C:4]2[N:5]([CH:9]=[C:10]([CH2:12][C@@H:13]3[CH2:18][CH2:17][CH2:16][CH2:15][N:14]3C(OC(C)(C)C)=O)[N:11]=2)[CH:6]=[CH:7][CH:8]=1. Product: [NH:14]1[CH2:15][CH2:16][CH2:17][CH2:18][C@H:13]1[CH2:12][C:10]1[N:11]=[C:4]2[C:3]([C:2]([F:1])([F:26])[F:27])=[CH:8][CH:7]=[CH:6][N:5]2[CH:9]=1. The catalyst class is: 157. (6) Reactant: [CH3:1][O:2][C:3]([C:5]1[C:6]2[CH:7]=[CH:8][N:9]([CH2:14][CH2:15][O:16]C3CCCCO3)[C:10]=2[CH:11]=[CH:12][CH:13]=1)=[O:4].O.C1(C)C=CC(S(O)(=O)=O)=CC=1. Product: [CH3:1][O:2][C:3]([C:5]1[C:6]2[CH:7]=[CH:8][N:9]([CH2:14][CH2:15][OH:16])[C:10]=2[CH:11]=[CH:12][CH:13]=1)=[O:4]. The catalyst class is: 5.